From a dataset of Catalyst prediction with 721,799 reactions and 888 catalyst types from USPTO. Predict which catalyst facilitates the given reaction. (1) Reactant: [NH2:1][C:2]1[CH:3]=[C:4]([C:8]#[CH:9])[CH:5]=[CH:6][CH:7]=1.[C:10](Cl)(=[O:12])[CH3:11].C(OC(C)C)(C)C. Product: [C:8]([C:4]1[CH:3]=[C:2]([NH:1][C:10](=[O:12])[CH3:11])[CH:7]=[CH:6][CH:5]=1)#[CH:9]. The catalyst class is: 2. (2) Reactant: [CH3:1][C:2]1([CH3:26])[CH2:9][C:7](=[O:8])[N:6]([CH2:10][CH2:11][CH2:12][CH2:13][N:14]2[CH2:19][CH2:18][N:17]([C:20]3[N:21]=[CH:22][CH:23]=[CH:24][N:25]=3)[CH2:16][CH2:15]2)[C:4](=[O:5])[CH2:3]1.P(OCC)(OCC)[O:28]CC.C[Si]([N-][Si](C)(C)C)(C)C.[Na+].C1C=NC(N2CCN(CCCCN3C(=O)CC4(CCCC4)CC3=O)CC2)=NC=1. Product: [CH3:1][C:2]1([CH3:26])[CH:3]([OH:28])[C:4](=[O:5])[N:6]([CH2:10][CH2:11][CH2:12][CH2:13][N:14]2[CH2:15][CH2:16][N:17]([C:20]3[N:21]=[CH:22][CH:23]=[CH:24][N:25]=3)[CH2:18][CH2:19]2)[C:7](=[O:8])[CH2:9]1. The catalyst class is: 1.